This data is from Full USPTO retrosynthesis dataset with 1.9M reactions from patents (1976-2016). The task is: Predict the reactants needed to synthesize the given product. (1) Given the product [F:1][C:2]1[C:3]([F:13])=[C:4]([F:12])[C:5]2[S:9][C:8](=[N:10][C:18](=[O:19])[C:17]3[CH:21]=[C:22]([C:24]([F:27])([F:26])[F:25])[CH:23]=[C:15]([F:14])[CH:16]=3)[N:7]([CH:29]([CH2:34][CH3:35])[C:30]([OH:32])=[O:31])[C:6]=2[CH:11]=1, predict the reactants needed to synthesize it. The reactants are: [F:1][C:2]1[C:3]([F:13])=[C:4]([F:12])[C:5]2[S:9][C:8]([NH2:10])=[N:7][C:6]=2[CH:11]=1.[F:14][C:15]1[CH:16]=[C:17]([CH:21]=[C:22]([C:24]([F:27])([F:26])[F:25])[CH:23]=1)[C:18](Cl)=[O:19].Br[CH:29]([CH2:34][CH3:35])[C:30]([O:32]C)=[O:31].COC1C=CC2N=C(N)SC=2C=1.ClC1C=C(C=CC=1)C(Cl)=O.BrCC(OCC)=O. (2) Given the product [NH2:18][CH:19]([CH2:23][NH:24][CH2:25][CH:26]=[C:27]1[C:28](=[O:36])[CH2:29][C:30]([CH3:34])([CH3:35])[CH2:31][C:32]1=[O:33])[C:20]([OH:22])=[O:21], predict the reactants needed to synthesize it. The reactants are: C1(COC([NH:18][C@@H:19]([CH2:23][NH:24][CH2:25][CH:26]=[C:27]2[C:32](=[O:33])[CH2:31][C:30]([CH3:35])([CH3:34])[CH2:29][C:28]2=[O:36])[C:20]([OH:22])=[O:21])=O)C2CC3C(=CC=CC=3)C=2C=CC=1.N1CCCCC1. (3) The reactants are: Br[C:2]1[CH:7]=[CH:6][C:5]([N:8]2[C:12]([CH2:13][C@@H:14]3[CH2:18][CH2:17][N:16]([C:19]([CH:21]4[CH2:23][CH2:22]4)=[O:20])[CH2:15]3)=[N:11][NH:10][C:9]2=[O:24])=[C:4]([CH3:25])[CH:3]=1.CC1(C)C(C)(C)OB([C:34]2[CH:35]=[C:36]3[C:40](=[CH:41][CH:42]=2)[NH:39][CH:38]=[CH:37]3)O1.C([O-])([O-])=O.[K+].[K+].O1CCOCC1. Given the product [CH:21]1([C:19]([N:16]2[CH2:17][CH2:18][C@@H:14]([CH2:13][C:12]3[N:8]([C:5]4[CH:6]=[CH:7][C:2]([C:34]5[CH:35]=[C:36]6[C:40](=[CH:41][CH:42]=5)[NH:39][CH:38]=[CH:37]6)=[CH:3][C:4]=4[CH3:25])[C:9](=[O:24])[NH:10][N:11]=3)[CH2:15]2)=[O:20])[CH2:23][CH2:22]1, predict the reactants needed to synthesize it. (4) Given the product [CH3:14][C:11]1([CH3:15])[CH2:12][CH2:13][C:8]([C:6]2[C:5]([NH:16][C:17]([C:19]3[N:20]([CH2:26][O:27][CH2:28][CH2:29][Si:30]([CH3:33])([CH3:32])[CH3:31])[CH:21]=[C:22]([C:24]#[N:25])[N:23]=3)=[O:18])=[CH:4][CH:3]=[C:2]([C:39]([O:41][CH2:42][CH3:43])=[CH2:40])[N:7]=2)=[CH:9][CH2:10]1, predict the reactants needed to synthesize it. The reactants are: Br[C:2]1[N:7]=[C:6]([C:8]2[CH2:13][CH2:12][C:11]([CH3:15])([CH3:14])[CH2:10][CH:9]=2)[C:5]([NH:16][C:17]([C:19]2[N:20]([CH2:26][O:27][CH2:28][CH2:29][Si:30]([CH3:33])([CH3:32])[CH3:31])[CH:21]=[C:22]([C:24]#[N:25])[N:23]=2)=[O:18])=[CH:4][CH:3]=1.C([Sn](CCCC)(CCCC)[C:39]([O:41][CH2:42][CH3:43])=[CH2:40])CCC.CN(C=O)C.